From a dataset of Full USPTO retrosynthesis dataset with 1.9M reactions from patents (1976-2016). Predict the reactants needed to synthesize the given product. Given the product [CH3:1][C:2]1[CH:3]=[C:4]([CH2:8][CH2:9][NH:10][C:11](=[O:13])[CH3:12])[S:5][C:6]=1[CH3:7], predict the reactants needed to synthesize it. The reactants are: [CH3:1][C:2]1[CH:3]=[C:4]([CH2:8][CH2:9][NH2:10])[S:5][C:6]=1[CH3:7].[C:11](OC(=O)C)(=[O:13])[CH3:12].